This data is from Forward reaction prediction with 1.9M reactions from USPTO patents (1976-2016). The task is: Predict the product of the given reaction. Given the reactants [N:1]1([S:11]([C:14]2[CH:15]=[C:16]([CH:18]=[CH:19][CH:20]=2)[NH2:17])(=[O:13])=[O:12])[C:10]2[C:5](=[CH:6][CH:7]=[CH:8][CH:9]=2)[CH2:4][CH2:3][CH2:2]1.[NH2:21][C:22]1[CH:31]=[CH:30][C:29]([F:32])=[CH:28][C:23]=1[C:24](OC)=[O:25].CC(C)([O-])C.[K+], predict the reaction product. The product is: [NH2:21][C:22]1[CH:31]=[CH:30][C:29]([F:32])=[CH:28][C:23]=1[C:24]([NH:17][C:16]1[CH:18]=[CH:19][CH:20]=[C:14]([S:11]([N:1]2[C:10]3[C:5](=[CH:6][CH:7]=[CH:8][CH:9]=3)[CH2:4][CH2:3][CH2:2]2)(=[O:13])=[O:12])[CH:15]=1)=[O:25].